Dataset: NCI-60 drug combinations with 297,098 pairs across 59 cell lines. Task: Regression. Given two drug SMILES strings and cell line genomic features, predict the synergy score measuring deviation from expected non-interaction effect. Drug 1: COC1=C(C=C2C(=C1)N=CN=C2NC3=CC(=C(C=C3)F)Cl)OCCCN4CCOCC4. Drug 2: CC1=C2C(C(=O)C3(C(CC4C(C3C(C(C2(C)C)(CC1OC(=O)C(C(C5=CC=CC=C5)NC(=O)OC(C)(C)C)O)O)OC(=O)C6=CC=CC=C6)(CO4)OC(=O)C)O)C)O. Cell line: SK-MEL-2. Synergy scores: CSS=58.8, Synergy_ZIP=14.9, Synergy_Bliss=14.0, Synergy_Loewe=13.4, Synergy_HSA=16.9.